Dataset: Reaction yield outcomes from USPTO patents with 853,638 reactions. Task: Predict the reaction yield, written as a fraction of the theoretical maximum amount of product (1.0 means a 100% yield; for example, 0.34 means a 34% yield). (1) The reactants are [C:1]1([NH:7][NH2:8])[CH:6]=[CH:5][CH:4]=[CH:3][CH:2]=1.[CH2:9]([CH:11]([C:17]([CH3:19])=O)[C:12](OCC)=[O:13])[CH3:10]. The catalyst is C1(C)C=CC=CC=1. The product is [CH2:17]([C:11]1[C:12](=[O:13])[N:7]([C:1]2[CH:6]=[CH:5][CH:4]=[CH:3][CH:2]=2)[NH:8][C:9]=1[CH3:10])[CH3:19]. The yield is 0.620. (2) The reactants are [CH3:1]C(C)([O-])C.[K+].[Br-].CP(C1C=CC=CC=1)(C1C=CC=CC=1)C1C=CC=CC=1.O=[C:29]1[CH2:32][N:31]([C:33]([O:35][C:36]([CH3:39])([CH3:38])[CH3:37])=[O:34])[CH2:30]1. The catalyst is C(OCC)C. The product is [CH2:1]=[C:29]1[CH2:32][N:31]([C:33]([O:35][C:36]([CH3:39])([CH3:38])[CH3:37])=[O:34])[CH2:30]1. The yield is 1.00. (3) The reactants are [N+:1]([C:4]1[C:5]([C:14]([O:16][CH2:17][CH3:18])=[O:15])=[CH:6][C:7]2[O:12][CH2:11][CH2:10][O:9][C:8]=2[CH:13]=1)([O-])=O.[H][H]. The catalyst is CCOC(C)=O.[Pd]. The product is [NH2:1][C:4]1[C:5]([C:14]([O:16][CH2:17][CH3:18])=[O:15])=[CH:6][C:7]2[O:12][CH2:11][CH2:10][O:9][C:8]=2[CH:13]=1. The yield is 0.960.